Dataset: Forward reaction prediction with 1.9M reactions from USPTO patents (1976-2016). Task: Predict the product of the given reaction. (1) Given the reactants [Cl:1][C:2]1[CH:20]=[C:19]([OH:21])[CH:18]=[CH:17][C:3]=1[CH2:4][CH:5]1[CH2:9][CH2:8][N:7]([CH:10]2[CH2:15][CH2:14][CH2:13][CH2:12][CH2:11]2)[C:6]1=[O:16].C(=O)([O-])[O-].[Cs+].[Cs+].Br[CH2:29][C:30]([F:33])([F:32])[F:31], predict the reaction product. The product is: [Cl:1][C:2]1[CH:20]=[C:19]([O:21][CH2:29][C:30]([F:33])([F:32])[F:31])[CH:18]=[CH:17][C:3]=1[CH2:4][CH:5]1[CH2:9][CH2:8][N:7]([CH:10]2[CH2:11][CH2:12][CH2:13][CH2:14][CH2:15]2)[C:6]1=[O:16]. (2) Given the reactants C(N(CC)CC)C.[F:8][C:9]1[CH:17]=[C:16]2[C:12]([C:13]([CH:25]=[O:26])=[CH:14][N:15]2C(OC(C)(C)C)=O)=[CH:11][CH:10]=1.[CH:27](=[N:34][C:35]1[CH:36]=[N:37][CH:38]=[C:39]([O:41][CH3:42])[CH:40]=1)[C:28]1[CH:33]=[CH:32][CH:31]=[CH:30][CH:29]=1, predict the reaction product. The product is: [F:8][C:9]1[CH:17]=[C:16]2[C:12]([C:13]([C:25](=[O:26])[CH:27]([NH:34][C:35]3[CH:36]=[N:37][CH:38]=[C:39]([O:41][CH3:42])[CH:40]=3)[C:28]3[CH:29]=[CH:30][CH:31]=[CH:32][CH:33]=3)=[CH:14][NH:15]2)=[CH:11][CH:10]=1. (3) Given the reactants [Li]C[CH2:3][CH2:4][CH3:5].[CH3:6][N:7]1[C@H:11]([C:12]2[CH:17]=[CH:16][C:15]([Cl:18])=[N:14][CH:13]=2)[CH2:10][CH2:9][CH2:8]1.[C:19]([PH:23]Cl)([CH3:22])([CH3:21])[CH3:20].[CH2:25]1COCC1, predict the reaction product. The product is: [CH3:6][N:7]1[CH2:8][CH2:9][CH2:10][C@H:11]1[C:12]1[C:17]([P:23]([C:4]([CH3:3])([CH3:5])[CH3:25])[C:19]([CH3:22])([CH3:21])[CH3:20])=[CH:16][C:15]([Cl:18])=[N:14][CH:13]=1. (4) Given the reactants C([O-])([O-])=O.[K+].[K+].Br[C:8]1[CH:13]=[CH:12][CH:11]=[CH:10][C:9]=1[C:14]([C:16]1[CH:21]=[CH:20][C:19]([Cl:22])=[CH:18][CH:17]=1)=[O:15].N#N.[C:25]([O:33][CH2:34][C:35]1[O:39][N:38]=[C:37]([CH3:40])[C:36]=1B1OC(C)(C)C(C)(C)O1)(=[O:32])[C:26]1[CH:31]=[CH:30][CH:29]=[CH:28][CH:27]=1, predict the reaction product. The product is: [C:25]([O:33][CH2:34][C:35]1[O:39][N:38]=[C:37]([CH3:40])[C:36]=1[C:8]1[CH:13]=[CH:12][CH:11]=[CH:10][C:9]=1[C:14](=[O:15])[C:16]1[CH:21]=[CH:20][C:19]([Cl:22])=[CH:18][CH:17]=1)(=[O:32])[C:26]1[CH:27]=[CH:28][CH:29]=[CH:30][CH:31]=1. (5) Given the reactants Br[C:2]1[CH:7]=[CH:6][C:5]2[C:8]3[CH2:13][CH2:12][N:11]([C:14]([O:16][C:17]([CH3:20])([CH3:19])[CH3:18])=[O:15])[CH2:10][C:9]=3[O:21][C:4]=2[CH:3]=1.[F:22][C:23]([F:38])([F:37])[C:24]1[N:29]=[CH:28][C:27]([C:30]2[CH:35]=[CH:34][NH:33][C:32](=[O:36])[CH:31]=2)=[CH:26][CH:25]=1.C([O-])([O-])=O.[Cs+].[Cs+].CN[C@H]1CCCC[C@@H]1NC, predict the reaction product. The product is: [O:36]=[C:32]1[CH:31]=[C:30]([C:27]2[CH:28]=[N:29][C:24]([C:23]([F:38])([F:22])[F:37])=[CH:25][CH:26]=2)[CH:35]=[CH:34][N:33]1[C:2]1[CH:7]=[CH:6][C:5]2[C:8]3[CH2:13][CH2:12][N:11]([C:14]([O:16][C:17]([CH3:20])([CH3:19])[CH3:18])=[O:15])[CH2:10][C:9]=3[O:21][C:4]=2[CH:3]=1. (6) Given the reactants [F:1][C:2]1[CH:7]=[CH:6][C:5]([NH:8][CH:9]=O)=[CH:4][C:3]=1[NH:11][C:12](=[O:18])[O:13][C:14]([CH3:17])([CH3:16])[CH3:15].CO.C(O)(=O)C, predict the reaction product. The product is: [F:1][C:2]1[CH:7]=[CH:6][C:5]([NH:8][CH3:9])=[CH:4][C:3]=1[NH:11][C:12](=[O:18])[O:13][C:14]([CH3:16])([CH3:15])[CH3:17]. (7) Given the reactants [CH3:1][O:2][C:3]1[CH:4]=[C:5]([CH:13]=[CH:14][CH:15]=1)[NH:6][C:7]1[CH:12]=[CH:11][CH:10]=[CH:9][CH:8]=1.N1C=CC=CC=1.[Cl:22][C:23](Cl)([O:25]C(=O)OC(Cl)(Cl)Cl)Cl, predict the reaction product. The product is: [CH3:1][O:2][C:3]1[CH:4]=[C:5]([N:6]([C:7]2[CH:12]=[CH:11][CH:10]=[CH:9][CH:8]=2)[C:23]([Cl:22])=[O:25])[CH:13]=[CH:14][CH:15]=1. (8) The product is: [Cl:15][C:16]1[CH:17]=[C:18]2[C:23](=[CH:24][CH:25]=1)[C:22](=[O:26])[N:21]([C:27]1[CH:32]=[N:31][CH:30]=[CH:29][C:28]=1[CH2:33][N:39]1[CH2:40][CH2:41][N:36]([CH3:35])[CH2:37][CH2:38]1)[CH2:20][CH2:19]2. Given the reactants [BH-](OC(C)=O)(OC(C)=O)OC(C)=O.[Na+].[Cl:15][C:16]1[CH:17]=[C:18]2[C:23](=[CH:24][CH:25]=1)[C:22](=[O:26])[N:21]([C:27]1[C:28]([CH:33]=O)=[CH:29][CH:30]=[N:31][CH:32]=1)[CH2:20][CH2:19]2.[CH3:35][N:36]1[CH2:41][CH2:40][NH:39][CH2:38][CH2:37]1, predict the reaction product. (9) Given the reactants Cl[C:2]1[N:7]=[CH:6][CH:5]=[CH:4][N:3]=1.[CH3:8][C:9]([CH3:13])([CH3:12])[CH2:10][NH2:11].C(N(C(C)C)CC)(C)C.O, predict the reaction product. The product is: [CH3:8][C:9]([CH3:13])([CH3:12])[CH2:10][NH:11][C:2]1[N:7]=[CH:6][CH:5]=[CH:4][N:3]=1. (10) Given the reactants C(OC(=O)[NH:10][C:11]1[C:12]([C:28]([NH:30][C:31]2[CH:32]=[N:33][CH:34]=[CH:35][C:36]=2[N:37]2[CH2:42][C@H:41]([CH3:43])[C@H:40]([N:44]3[CH:48]=[CH:47][N:46]=[N:45]3)[C@H:39]([NH:49]C(OC(C)(C)C)=O)[CH2:38]2)=[O:29])=[N:13][C:14]2[C:19]([CH:20]=1)=[CH:18][CH:17]=[C:16]([N:21]1[CH2:26][CH2:25][N:24]([CH3:27])[CH2:23][CH2:22]1)[CH:15]=2)C1C=CC=CC=1.Cl.O1CCOCC1, predict the reaction product. The product is: [NH2:10][C:11]1[C:12]([C:28]([NH:30][C:31]2[CH:32]=[N:33][CH:34]=[CH:35][C:36]=2[N:37]2[CH2:42][C@H:41]([CH3:43])[C@H:40]([N:44]3[CH:48]=[CH:47][N:46]=[N:45]3)[C@H:39]([NH2:49])[CH2:38]2)=[O:29])=[N:13][C:14]2[C:19]([CH:20]=1)=[CH:18][CH:17]=[C:16]([N:21]1[CH2:22][CH2:23][N:24]([CH3:27])[CH2:25][CH2:26]1)[CH:15]=2.